Task: Binary Classification. Given protein and peptide amino acid sequences, predict whether they interact or not.. Dataset: Protein-peptide binding for MDM2, ACE2, and 12ca5 with 34 validated binders (1) The peptide is TSFAEYWNALSAK. The protein target is MDM2 with sequence MCNTNMSVPTDGAVTTSQIPASEQETLVRPKPLLLKLLKSVGAQKDTYTMKEVLFYLGQYIMTKRLYDEKQQHIVYCSNDLLGDLFGVPSFSVKEHRKIYTMIYRNLVVVNQQESSDSGTSVSENRCHLEGGSDQKDLVQELQEEKPSSSHLVSRPSTSSRRRAISETEENSDELSGERQRKRHKSDSISLSFDESLALCVIREICCERSSSSESTGTPSNPDLDAGVSEHSGDWLDQDSVSDQFSVEFEVESLDSEDYSLSEEGQELSDEDDEVYQVTVYQAGESDTDSFEEDPEISLADYWKCTSCNEMNPPLPSHCNRCWALRENWLPEDKGKDKGEISEKAKLENSTQAEEGFDVPDCKKTIVNDSRESCVEENDDKITQASQSQESEDYSQPSTSSSIIYSSQEDVKEFEREETQDKEESVESSLPLNAIEPCVICQGRPKNGCIVHGKTGHLMACFTCAKKLKKRNKPCPVCRQPIQMIVLTYFP. (2) The protein target is MDM2 with sequence MCNTNMSVPTDGAVTTSQIPASEQETLVRPKPLLLKLLKSVGAQKDTYTMKEVLFYLGQYIMTKRLYDEKQQHIVYCSNDLLGDLFGVPSFSVKEHRKIYTMIYRNLVVVNQQESSDSGTSVSENRCHLEGGSDQKDLVQELQEEKPSSSHLVSRPSTSSRRRAISETEENSDELSGERQRKRHKSDSISLSFDESLALCVIREICCERSSSSESTGTPSNPDLDAGVSEHSGDWLDQDSVSDQFSVEFEVESLDSEDYSLSEEGQELSDEDDEVYQVTVYQAGESDTDSFEEDPEISLADYWKCTSCNEMNPPLPSHCNRCWALRENWLPEDKGKDKGEISEKAKLENSTQAEEGFDVPDCKKTIVNDSRESCVEENDDKITQASQSQESEDYSQPSTSSSIIYSSQEDVKEFEREETQDKEESVESSLPLNAIEPCVICQGRPKNGCIVHGKTGHLMACFTCAKKLKKRNKPCPVCRQPIQMIVLTYFP. The peptide is TSFAEYWAALSPK. The binding affinity (KD) is 31.5 nM. (3) The protein target is MDM2 with sequence MCNTNMSVPTDGAVTTSQIPASEQETLVRPKPLLLKLLKSVGAQKDTYTMKEVLFYLGQYIMTKRLYDEKQQHIVYCSNDLLGDLFGVPSFSVKEHRKIYTMIYRNLVVVNQQESSDSGTSVSENRCHLEGGSDQKDLVQELQEEKPSSSHLVSRPSTSSRRRAISETEENSDELSGERQRKRHKSDSISLSFDESLALCVIREICCERSSSSESTGTPSNPDLDAGVSEHSGDWLDQDSVSDQFSVEFEVESLDSEDYSLSEEGQELSDEDDEVYQVTVYQAGESDTDSFEEDPEISLADYWKCTSCNEMNPPLPSHCNRCWALRENWLPEDKGKDKGEISEKAKLENSTQAEEGFDVPDCKKTIVNDSRESCVEENDDKITQASQSQESEDYSQPSTSSSIIYSSQEDVKEFEREETQDKEESVESSLPLNAIEPCVICQGRPKNGCIVHGKTGHLMACFTCAKKLKKRNKPCPVCRQPIQMIVLTYFP. The peptide is AAFAAYWNLASPK. (4) The peptide is TSFAAYWNALSPK. The protein target is MDM2 with sequence MCNTNMSVPTDGAVTTSQIPASEQETLVRPKPLLLKLLKSVGAQKDTYTMKEVLFYLGQYIMTKRLYDEKQQHIVYCSNDLLGDLFGVPSFSVKEHRKIYTMIYRNLVVVNQQESSDSGTSVSENRCHLEGGSDQKDLVQELQEEKPSSSHLVSRPSTSSRRRAISETEENSDELSGERQRKRHKSDSISLSFDESLALCVIREICCERSSSSESTGTPSNPDLDAGVSEHSGDWLDQDSVSDQFSVEFEVESLDSEDYSLSEEGQELSDEDDEVYQVTVYQAGESDTDSFEEDPEISLADYWKCTSCNEMNPPLPSHCNRCWALRENWLPEDKGKDKGEISEKAKLENSTQAEEGFDVPDCKKTIVNDSRESCVEENDDKITQASQSQESEDYSQPSTSSSIIYSSQEDVKEFEREETQDKEESVESSLPLNAIEPCVICQGRPKNGCIVHGKTGHLMACFTCAKKLKKRNKPCPVCRQPIQMIVLTYFP. (5) The protein target is MDM2 with sequence MCNTNMSVPTDGAVTTSQIPASEQETLVRPKPLLLKLLKSVGAQKDTYTMKEVLFYLGQYIMTKRLYDEKQQHIVYCSNDLLGDLFGVPSFSVKEHRKIYTMIYRNLVVVNQQESSDSGTSVSENRCHLEGGSDQKDLVQELQEEKPSSSHLVSRPSTSSRRRAISETEENSDELSGERQRKRHKSDSISLSFDESLALCVIREICCERSSSSESTGTPSNPDLDAGVSEHSGDWLDQDSVSDQFSVEFEVESLDSEDYSLSEEGQELSDEDDEVYQVTVYQAGESDTDSFEEDPEISLADYWKCTSCNEMNPPLPSHCNRCWALRENWLPEDKGKDKGEISEKAKLENSTQAEEGFDVPDCKKTIVNDSRESCVEENDDKITQASQSQESEDYSQPSTSSSIIYSSQEDVKEFEREETQDKEESVESSLPLNAIEPCVICQGRPKNGCIVHGKTGHLMACFTCAKKLKKRNKPCPVCRQPIQMIVLTYFP. The peptide is AAFAAYWAAAAPK. (6) The protein target is ACE2 with sequence MSSSSWLLLSLVAVTAAQSTIEEQAKTFLDKFNHEAEDLFYQSSLASWNYNTNITEENVQNMNNAGDKWSAFLKEQSTLAQMYPLQEIQNLTVKLQLQALQQNGSSVLSEDKSKRLNTILNTMSTIYSTGKVCNPDNPQECLLLEPGLNEIMANSLDYNERLWAWESWRSEVGKQLRPLYEEYVVLKNEMARANHYEDYGDYWRGDYEVNGVDGYDYSRGQLIEDVEHTFEEIKPLYEHLHAYVRAKLMNAYPSYISPIGCLPAHLLGDMWGRFWTNLYSLTVPFGQKPNIDVTDAMVDQAWDAQRIFKEAEKFFVSVGLPNMTQGFWENSMLTDPGNVQKAVCHPTAWDLGKGDFRILMCTKVTMDDFLTAHHEMGHIQYDMAYAAQPFLLRNGANEGFHEAVGEIMSLSAATPKHLKSIGLLSPDFQEDNETEINFLLKQALTIVGTLPFTYMLEKWRWMVFKGEIPKDQWMKKWWEMKREIVGVVEPVPHDETYCDP.... The peptide is VPKNFSWNLWRPK. (7) The protein target is MDM2 with sequence MCNTNMSVPTDGAVTTSQIPASEQETLVRPKPLLLKLLKSVGAQKDTYTMKEVLFYLGQYIMTKRLYDEKQQHIVYCSNDLLGDLFGVPSFSVKEHRKIYTMIYRNLVVVNQQESSDSGTSVSENRCHLEGGSDQKDLVQELQEEKPSSSHLVSRPSTSSRRRAISETEENSDELSGERQRKRHKSDSISLSFDESLALCVIREICCERSSSSESTGTPSNPDLDAGVSEHSGDWLDQDSVSDQFSVEFEVESLDSEDYSLSEEGQELSDEDDEVYQVTVYQAGESDTDSFEEDPEISLADYWKCTSCNEMNPPLPSHCNRCWALRENWLPEDKGKDKGEISEKAKLENSTQAEEGFDVPDCKKTIVNDSRESCVEENDDKITQASQSQESEDYSQPSTSSSIIYSSQEDVKEFEREETQDKEESVESSLPLNAIEPCVICQGRPKNGCIVHGKTGHLMACFTCAKKLKKRNKPCPVCRQPIQMIVLTYFP. The peptide is ASFAEYWNALAAK.